The task is: Regression. Given two drug SMILES strings and cell line genomic features, predict the synergy score measuring deviation from expected non-interaction effect.. This data is from NCI-60 drug combinations with 297,098 pairs across 59 cell lines. (1) Drug 1: C1CC(=O)NC(=O)C1N2CC3=C(C2=O)C=CC=C3N. Drug 2: C1=CC=C(C=C1)NC(=O)CCCCCCC(=O)NO. Cell line: SW-620. Synergy scores: CSS=9.39, Synergy_ZIP=-5.84, Synergy_Bliss=-7.00, Synergy_Loewe=-15.1, Synergy_HSA=-6.29. (2) Drug 1: CC1=C(C=C(C=C1)NC(=O)C2=CC=C(C=C2)CN3CCN(CC3)C)NC4=NC=CC(=N4)C5=CN=CC=C5. Drug 2: CN1C2=C(C=C(C=C2)N(CCCl)CCCl)N=C1CCCC(=O)O.Cl. Cell line: SK-MEL-28. Synergy scores: CSS=1.72, Synergy_ZIP=0.890, Synergy_Bliss=1.63, Synergy_Loewe=-1.07, Synergy_HSA=-0.420. (3) Drug 1: C1CN1C2=NC(=NC(=N2)N3CC3)N4CC4. Drug 2: CS(=O)(=O)OCCCCOS(=O)(=O)C. Cell line: RXF 393. Synergy scores: CSS=9.42, Synergy_ZIP=-2.69, Synergy_Bliss=0.143, Synergy_Loewe=-11.3, Synergy_HSA=-1.00. (4) Synergy scores: CSS=-2.84, Synergy_ZIP=-1.37, Synergy_Bliss=-4.80, Synergy_Loewe=-1.81, Synergy_HSA=-3.34. Cell line: HOP-92. Drug 2: CC12CCC3C(C1CCC2O)C(CC4=C3C=CC(=C4)O)CCCCCCCCCS(=O)CCCC(C(F)(F)F)(F)F. Drug 1: CC1=C(C=C(C=C1)C(=O)NC2=CC(=CC(=C2)C(F)(F)F)N3C=C(N=C3)C)NC4=NC=CC(=N4)C5=CN=CC=C5.